This data is from Reaction yield outcomes from USPTO patents with 853,638 reactions. The task is: Predict the reaction yield, written as a fraction of the theoretical maximum amount of product (1.0 means a 100% yield; for example, 0.34 means a 34% yield). (1) The yield is 0.514. The reactants are [OH:1][CH2:2][C:3]1[C:8]([O:9][C:10]2[C:11]([C:23]([NH2:25])=[O:24])=[N:12][CH:13]=[C:14]([S:16][C:17]3[CH:22]=[CH:21][CH:20]=[CH:19][N:18]=3)[CH:15]=2)=[CH:7][CH:6]=[CH:5][N:4]=1.N1C=CN=C1.[C:31]([Si:35](Cl)([CH3:37])[CH3:36])([CH3:34])([CH3:33])[CH3:32]. The product is [Si:35]([O:1][CH2:2][C:3]1[C:8]([O:9][C:10]2[C:11]([C:23]([NH2:25])=[O:24])=[N:12][CH:13]=[C:14]([S:16][C:17]3[CH:22]=[CH:21][CH:20]=[CH:19][N:18]=3)[CH:15]=2)=[CH:7][CH:6]=[CH:5][N:4]=1)([C:31]([CH3:34])([CH3:33])[CH3:32])([CH3:37])[CH3:36]. The catalyst is C(Cl)Cl. (2) The yield is 0.700. The catalyst is C(OCC)(=O)C.C1(C)C=CC=CC=1. The product is [F:41][C:40]([F:43])([F:42])[S:37]([O:2][C:3]1[CH:12]=[CH:11][CH:10]=[C:9]2[C:4]=1[CH:5]=[CH:6][C:7]([CH3:13])=[N:8]2)(=[O:39])=[O:38]. The reactants are Br.[OH:2][C:3]1[CH:12]=[CH:11][CH:10]=[C:9]2[C:4]=1[CH:5]=[CH:6][C:7]([CH3:13])=[N:8]2.C(=O)([O-])O.[Na+].OC1C=CC=C2C=1C=CC(C)=N2.N1C=CC=CC=1.[S:37](O[S:37]([C:40]([F:43])([F:42])[F:41])(=[O:39])=[O:38])([C:40]([F:43])([F:42])[F:41])(=[O:39])=[O:38].[Cl-].[NH4+].